From a dataset of NCI-60 drug combinations with 297,098 pairs across 59 cell lines. Regression. Given two drug SMILES strings and cell line genomic features, predict the synergy score measuring deviation from expected non-interaction effect. (1) Drug 1: C1=CC(=C2C(=C1NCCNCCO)C(=O)C3=C(C=CC(=C3C2=O)O)O)NCCNCCO. Drug 2: CC(CN1CC(=O)NC(=O)C1)N2CC(=O)NC(=O)C2. Cell line: DU-145. Synergy scores: CSS=67.3, Synergy_ZIP=-6.27, Synergy_Bliss=-2.28, Synergy_Loewe=-20.4, Synergy_HSA=0.866. (2) Drug 1: CC1=C(C=C(C=C1)NC(=O)C2=CC=C(C=C2)CN3CCN(CC3)C)NC4=NC=CC(=N4)C5=CN=CC=C5. Drug 2: COC1=C2C(=CC3=C1OC=C3)C=CC(=O)O2. Cell line: A498. Synergy scores: CSS=-4.47, Synergy_ZIP=0.0596, Synergy_Bliss=-3.52, Synergy_Loewe=-7.20, Synergy_HSA=-5.89. (3) Drug 1: C1=CC(=CC=C1C#N)C(C2=CC=C(C=C2)C#N)N3C=NC=N3. Drug 2: CC1=C2C(C(=O)C3(C(CC4C(C3C(C(C2(C)C)(CC1OC(=O)C(C(C5=CC=CC=C5)NC(=O)C6=CC=CC=C6)O)O)OC(=O)C7=CC=CC=C7)(CO4)OC(=O)C)O)C)OC(=O)C. Cell line: SF-295. Synergy scores: CSS=0.391, Synergy_ZIP=0.937, Synergy_Bliss=0.407, Synergy_Loewe=-0.770, Synergy_HSA=-1.78. (4) Drug 1: C1=CC(=CC=C1CCCC(=O)O)N(CCCl)CCCl. Drug 2: CC1=C(C(CCC1)(C)C)C=CC(=CC=CC(=CC(=O)O)C)C. Cell line: CAKI-1. Synergy scores: CSS=30.5, Synergy_ZIP=-9.94, Synergy_Bliss=-7.56, Synergy_Loewe=-1.94, Synergy_HSA=-1.83.